This data is from Catalyst prediction with 721,799 reactions and 888 catalyst types from USPTO. The task is: Predict which catalyst facilitates the given reaction. (1) Reactant: [Cl:1][C:2]1[CH:19]=[C:18]([Cl:20])[CH:17]=[CH:16][C:3]=1[CH2:4][N:5]1[C:9]([CH2:10][OH:11])=[CH:8][C:7]([O:12][CH:13]([CH3:15])[CH3:14])=[N:6]1.O[C:22]1[C:27]([O:28][CH3:29])=[CH:26][CH:25]=[CH:24][C:23]=1[CH2:30][C:31]([O:33]C)=[O:32].C(P(CCCC)CCCC)CCC.N(C(N1CCCCC1)=O)=NC(N1CCCCC1)=O. Product: [Cl:1][C:2]1[CH:19]=[C:18]([Cl:20])[CH:17]=[CH:16][C:3]=1[CH2:4][N:5]1[C:9]([CH2:10][O:11][C:22]2[C:27]([O:28][CH3:29])=[CH:26][CH:25]=[CH:24][C:23]=2[CH2:30][C:31]([OH:33])=[O:32])=[CH:8][C:7]([O:12][CH:13]([CH3:15])[CH3:14])=[N:6]1. The catalyst class is: 7. (2) Reactant: [O:1]=[C:2]1[O:6][C@H:5]([C:7]([OH:9])=O)[CH2:4][CH2:3]1.N1(OC(N(C)C)=[N+](C)C)C2C=CC=CC=2N=N1.F[B-](F)(F)F.[Cl:32][C:33]1[CH:34]=[C:35]([NH:40][C:41]2[C:50]3[C:45](=[CH:46][C:47]([O:58][CH2:59][CH2:60][N:61]4[CH2:66][CH2:65][NH:64][CH2:63][CH2:62]4)=[C:48]([O:51][CH2:52][CH:53]4[CH2:57][CH2:56][CH2:55][CH2:54]4)[CH:49]=3)[N:44]=[CH:43][N:42]=2)[CH:36]=[CH:37][C:38]=1[F:39].C(N(CC)CC)C. Product: [Cl:32][C:33]1[CH:34]=[C:35]([NH:40][C:41]2[C:50]3[C:45](=[CH:46][C:47]([O:58][CH2:59][CH2:60][N:61]4[CH2:62][CH2:63][N:64]([C:7]([C@H:5]5[O:6][C:2](=[O:1])[CH2:3][CH2:4]5)=[O:9])[CH2:65][CH2:66]4)=[C:48]([O:51][CH2:52][CH:53]4[CH2:54][CH2:55][CH2:56][CH2:57]4)[CH:49]=3)[N:44]=[CH:43][N:42]=2)[CH:36]=[CH:37][C:38]=1[F:39]. The catalyst class is: 35. (3) The catalyst class is: 1. Product: [Si:33]([O:32][C@@H:31]1[C@:15]([CH2:14][O:13][Si:6]([C:9]([CH3:10])([CH3:11])[CH3:12])([CH3:8])[CH3:7])([CH:29]=[CH2:2])[O:16][C@@H:17]([N:21]2[CH:26]=[CH:25][C:24](=[O:27])[NH:23][C:22]2=[O:28])[C@@H:18]1[O:19][CH3:20])([C:36]([CH3:38])([CH3:39])[CH3:37])([CH3:35])[CH3:34]. Reactant: [Li][CH2:2]CCC.[Si:6]([O:13][C@H:14]1[C@@H:18]([O:19][CH3:20])[C@H:17]([N:21]2[CH:26]=[CH:25][C:24](=[O:27])[NH:23][C:22]2=[O:28])[O:16][C@@:15]1([CH2:31][O:32][Si:33]([C:36]([CH3:39])([CH3:38])[CH3:37])([CH3:35])[CH3:34])[CH:29]=O)([C:9]([CH3:12])([CH3:11])[CH3:10])([CH3:8])[CH3:7]. (4) Reactant: [C:1]1(=O)[CH2:6][CH2:5][CH2:4][CH2:3][CH2:2]1.[C:8]1(=[O:15])[CH2:13][CH2:12][CH2:11][C:10](=[O:14])[CH2:9]1.O.C1(C)C=CC(S(O)(=O)=O)=CC=1. Product: [C:8]1(=[O:15])[C:9]2[CH:2]3[CH2:3][CH2:4][CH2:5][CH2:6][CH:1]3[O:14][C:10]=2[CH2:11][CH2:12][CH2:13]1. The catalyst class is: 113. (5) Reactant: [ClH:1].[NH2:2][C:3]1([C:7]2[CH:12]=[CH:11][C:10]([C:13]3[C:14](=[O:31])[C:15]4[C:16]([O:23][C:24]=3[C:25]3[CH:30]=[CH:29][CH:28]=[CH:27][CH:26]=3)=[C:17]([O:21]C)[N:18]=[CH:19][CH:20]=4)=[CH:9][CH:8]=2)[CH2:6][CH2:5][CH2:4]1.CO.O.[OH-].[Na+]. Product: [ClH:1].[NH2:2][C:3]1([C:7]2[CH:8]=[CH:9][C:10]([C:13]3[C:14](=[O:31])[C:15]4[CH:20]=[CH:19][NH:18][C:17](=[O:21])[C:16]=4[O:23][C:24]=3[C:25]3[CH:26]=[CH:27][CH:28]=[CH:29][CH:30]=3)=[CH:11][CH:12]=2)[CH2:6][CH2:5][CH2:4]1. The catalyst class is: 844.